From a dataset of Catalyst prediction with 721,799 reactions and 888 catalyst types from USPTO. Predict which catalyst facilitates the given reaction. Reactant: [CH3:1][O:2][C:3]1[CH:8]=[CH:7][C:6]([CH2:9][C:10]([C:12]2[CH:19]=[CH:18][C:15]([C:16]#[N:17])=[CH:14][CH:13]=2)=[O:11])=[CH:5][CH:4]=1.[Br-:20].[Br-].[Br-].[NH+]1C=CC=CC=1.[NH+]1C=CC=CC=1.[NH+]1C=CC=CC=1. Product: [Br:20][CH:9]([C:6]1[CH:5]=[CH:4][C:3]([O:2][CH3:1])=[CH:8][CH:7]=1)[C:10]([C:12]1[CH:13]=[CH:14][C:15]([C:16]#[N:17])=[CH:18][CH:19]=1)=[O:11]. The catalyst class is: 7.